This data is from Forward reaction prediction with 1.9M reactions from USPTO patents (1976-2016). The task is: Predict the product of the given reaction. (1) Given the reactants [O:1]=O.CN([CH2:6][CH2:7][CH2:8][CH3:9])C.[CH2:10](NCCCC)[CH2:11][CH2:12]C.[C:19]1(C)[CH:24]=[CH:23][CH:22]=[CH:21][CH:20]=1, predict the reaction product. The product is: [CH3:9][C:8]1[CH:12]=[CH:11][CH:10]=[C:6]([C:19]2[CH:20]=[CH:21][CH:22]=[CH:23][CH:24]=2)[C:7]=1[OH:1]. (2) Given the reactants Cl.[CH3:2][C:3]1([CH3:24])[C:12]2[C:7](=[CH:8][CH:9]=[C:10]([C:13]#[N:14])[CH:11]=2)[NH:6][CH:5]([C:15]2[CH:20]=[CH:19][CH:18]=[C:17]([N+:21]([O-])=O)[CH:16]=2)[CH2:4]1, predict the reaction product. The product is: [NH2:21][C:17]1[CH:16]=[C:15]([CH:5]2[CH2:4][C:3]([CH3:2])([CH3:24])[C:12]3[C:7](=[CH:8][CH:9]=[C:10]([C:13]#[N:14])[CH:11]=3)[NH:6]2)[CH:20]=[CH:19][CH:18]=1. (3) Given the reactants [OH:1][C:2]1[CH:11]=[CH:10][CH:9]=[C:8]2[C:3]=1[CH2:4][CH2:5][N:6]([C:12]([O:14][C:15]([CH3:18])([CH3:17])[CH3:16])=[O:13])[CH2:7]2.Br[CH2:20][C:21]1[CH:22]=[C:23]([CH:26]=[CH:27][CH:28]=1)[C:24]#[N:25].C(#N)C.C(=O)([O-])[O-].[Cs+].[Cs+], predict the reaction product. The product is: [C:24]([C:23]1[CH:22]=[C:21]([CH:28]=[CH:27][CH:26]=1)[CH2:20][O:1][C:2]1[CH:11]=[CH:10][CH:9]=[C:8]2[C:3]=1[CH2:4][CH2:5][N:6]([C:12]([O:14][C:15]([CH3:18])([CH3:17])[CH3:16])=[O:13])[CH2:7]2)#[N:25]. (4) The product is: [CH3:12][CH:13]1[CH2:17][CH2:16][CH2:15][N:14]1[C:2]1[CH:8]=[CH:7][C:6]([N+:9]([O-:11])=[O:10])=[CH:5][C:3]=1[NH2:4]. Given the reactants F[C:2]1[CH:8]=[CH:7][C:6]([N+:9]([O-:11])=[O:10])=[CH:5][C:3]=1[NH2:4].[CH3:12][CH:13]1[CH2:17][CH2:16][CH2:15][NH:14]1.O, predict the reaction product.